This data is from Forward reaction prediction with 1.9M reactions from USPTO patents (1976-2016). The task is: Predict the product of the given reaction. (1) Given the reactants [CH2:1]([N:4]1[C:10]2[C:11]([NH2:15])=[CH:12][CH:13]=[CH:14][C:9]=2[C:8](=[O:16])[NH:7][CH2:6][CH2:5]1)[CH:2]=[CH2:3].Cl[C:18]1[N:23]=[C:22]([NH:24][C:25]2[CH:34]=[CH:33][CH:32]=[CH:31][C:26]=2[C:27]([NH:29][CH3:30])=[O:28])[C:21]([Cl:35])=[CH:20][N:19]=1.Cl, predict the reaction product. The product is: [CH2:1]([N:4]1[C:10]2[C:11]([NH:15][C:18]3[N:23]=[C:22]([NH:24][C:25]4[CH:34]=[CH:33][CH:32]=[CH:31][C:26]=4[C:27]([NH:29][CH3:30])=[O:28])[C:21]([Cl:35])=[CH:20][N:19]=3)=[CH:12][CH:13]=[CH:14][C:9]=2[C:8](=[O:16])[NH:7][CH2:6][CH2:5]1)[CH:2]=[CH2:3]. (2) The product is: [Br:39][C:40]1[N:45]=[C:44]([C:46](=[O:49])[NH:47][CH3:48])[C:43]([NH:50][C:51]2[C:56]([C:57]([F:59])([F:58])[F:60])=[CH:55][N:54]=[C:53]([NH:61][C:62]3[CH:76]=[CH:75][C:65]([CH2:66][P:67](=[O:71])([OH:74])[O:68][CH2:69][CH3:70])=[C:64]([Cl:77])[C:63]=3[O:78][CH3:79])[N:52]=2)=[CH:42][CH:41]=1. Given the reactants BrC1N=C(C(=O)NC)C(NC2C(C(F)(F)F)=CN=C(NC3C=CC(CP(=O)(O)OCC)=CC=3OC)N=2)=CC=1.[Br:39][C:40]1[N:45]=[C:44]([C:46](=[O:49])[NH:47][CH3:48])[C:43]([NH:50][C:51]2[C:56]([C:57]([F:60])([F:59])[F:58])=[CH:55][N:54]=[C:53]([NH:61][C:62]3[CH:76]=[CH:75][C:65]([CH2:66][P:67](=[O:74])([O:71]CC)[O:68][CH2:69][CH3:70])=[C:64]([Cl:77])[C:63]=3[O:78][CH3:79])[N:52]=2)=[CH:42][CH:41]=1, predict the reaction product.